From a dataset of Catalyst prediction with 721,799 reactions and 888 catalyst types from USPTO. Predict which catalyst facilitates the given reaction. (1) Reactant: [CH3:1][C:2]1([C:5]([N:7]2[CH2:12][C@@H:11]3[CH2:13][C@H:8]2[C:9](=[O:14])[O:10]3)=[O:6])[CH2:4][CH2:3]1.Cl.[NH2:16][C:17]1([C:20]#[N:21])[CH2:19][CH2:18]1.C(C(CCCC)C([O-])=O)C.[Na+].Cl.[Cl-].[Na+]. The catalyst class is: 229. Product: [C:20]([C:17]1([NH:16][C:9]([C@@H:8]2[CH2:13][C@H:11]([OH:10])[CH2:12][N:7]2[C:5]([C:2]2([CH3:1])[CH2:4][CH2:3]2)=[O:6])=[O:14])[CH2:19][CH2:18]1)#[N:21]. (2) Reactant: N12CCCN=C1CCCCC2.[Br:12][CH:13]([C:16]1[C:24]2[O:23][C:22]([C:25]3[CH:30]=[CH:29][C:28]([OH:31])=[CH:27][CH:26]=3)=[N:21][C:20]=2[CH:19]=[C:18]([OH:32])[CH:17]=1)[CH2:14]Br. Product: [Br:12][C:13]([C:16]1[C:24]2[O:23][C:22]([C:25]3[CH:30]=[CH:29][C:28]([OH:31])=[CH:27][CH:26]=3)=[N:21][C:20]=2[CH:19]=[C:18]([OH:32])[CH:17]=1)=[CH2:14]. The catalyst class is: 10. (3) Reactant: [O:1]([CH2:8][C:9]([NH:11][CH2:12][CH2:13][CH2:14][CH2:15][CH2:16][C:17]([OH:19])=[O:18])=[O:10])[C:2]1[CH:7]=[CH:6][CH:5]=[CH:4][CH:3]=1.[N+:20]([C:23]1[CH:24]=[C:25]([S:29]([CH2:32][CH2:33]O)(=[O:31])=[O:30])[CH:26]=[CH:27][CH:28]=1)([O-:22])=[O:21].O.C1(C)C=CC(S(O)(=O)=O)=CC=1.O. Product: [N+:20]([C:23]1[CH:24]=[C:25]([S:29]([CH2:32][CH2:33][O:18][C:17](=[O:19])[CH2:16][CH2:15][CH2:14][CH2:13][CH2:12][NH:11][C:9](=[O:10])[CH2:8][O:1][C:2]2[CH:3]=[CH:4][CH:5]=[CH:6][CH:7]=2)(=[O:31])=[O:30])[CH:26]=[CH:27][CH:28]=1)([O-:22])=[O:21]. The catalyst class is: 48. (4) Reactant: [Cl:1][C:2]1[CH:39]=[CH:38][C:5]([C:6]([NH:8]C2N(C3CCNCC3)C3C=CC(CN([C@H](C(C)(C)C)C)C(=O)C(F)(F)F)=CC=3N=2)=[O:7])=[CH:4][CH:3]=1.[Cl-].C1CCN2C(=NCCC2)CC1.O. Product: [Cl:1][C:2]1[CH:39]=[CH:38][C:5]([C:6]([NH2:8])=[O:7])=[CH:4][CH:3]=1. The catalyst class is: 1. (5) Reactant: [NH:1]1[C:5]2=[N:6][CH:7]=[CH:8][CH:9]=[C:4]2[C:3]([C:10]2[CH:19]=[CH:18][CH:17]=[C:16]3[C:11]=2[CH:12]=[CH:13][N:14]=[CH:15]3)=[CH:2]1.[H-].[Na+].I[CH3:23].CO. Product: [CH3:23][N:1]1[C:5]2=[N:6][CH:7]=[CH:8][CH:9]=[C:4]2[C:3]([C:10]2[CH:19]=[CH:18][CH:17]=[C:16]3[C:11]=2[CH:12]=[CH:13][N:14]=[CH:15]3)=[CH:2]1. The catalyst class is: 3. (6) Reactant: [CH3:1][NH:2][C:3]1[N:8]2[CH:9]=[CH:10][N:11]=[C:7]2[N:6]=[C:5]([C:12]2[CH:17]=[CH:16][C:15]([CH2:18][N:19]3[CH2:22][CH:21]([C:23]4[N:27]=[C:26]([C:28]5[CH:33]=[CH:32][CH:31]=[CH:30][N:29]=5)[NH:25][N:24]=4)[CH2:20]3)=[CH:14][CH:13]=2)[C:4]=1[C:34]1[CH:39]=[CH:38][CH:37]=[CH:36][CH:35]=1.[Br:40]N1C(=O)CCC1=O. Product: [Br:40][C:9]1[N:8]2[C:3]([NH:2][CH3:1])=[C:4]([C:34]3[CH:39]=[CH:38][CH:37]=[CH:36][CH:35]=3)[C:5]([C:12]3[CH:13]=[CH:14][C:15]([CH2:18][N:19]4[CH2:20][CH:21]([C:23]5[N:27]=[C:26]([C:28]6[CH:33]=[CH:32][CH:31]=[CH:30][N:29]=6)[NH:25][N:24]=5)[CH2:22]4)=[CH:16][CH:17]=3)=[N:6][C:7]2=[N:11][CH:10]=1. The catalyst class is: 22.